Dataset: Full USPTO retrosynthesis dataset with 1.9M reactions from patents (1976-2016). Task: Predict the reactants needed to synthesize the given product. (1) Given the product [C:1]([O:5][C:6]([NH:7][C:8]1[CH:13]=[CH:12][C:11]([O:14][C:15]([F:17])([F:18])[F:16])=[CH:10][C:9]=1[C:31]([OH:33])=[O:32])=[O:19])([CH3:4])([CH3:2])[CH3:3], predict the reactants needed to synthesize it. The reactants are: [C:1]([O:5][C:6](=[O:19])[NH:7][C:8]1[CH:13]=[CH:12][C:11]([O:14][C:15]([F:18])([F:17])[F:16])=[CH:10][CH:9]=1)([CH3:4])([CH3:3])[CH3:2].C([Li])(CC)C.C1CCCCC1.[C:31](=[O:33])=[O:32]. (2) The reactants are: [N:1]1[N:2]([C:6]2[CH:11]=[CH:10][C:9](Br)=[CH:8][N:7]=2)[N:3]=[CH:4][CH:5]=1.C[Sn](C)(C)[C:15]1[CH:20]=[CH:19][C:18]([N:21]2[CH2:25][C@H:24]([CH2:26][C:27](=[O:31])[C:28]([NH2:30])=[O:29])[O:23][CH2:22]2)=[CH:17][C:16]=1[F:32]. Given the product [N:1]1[N:2]([C:6]2[CH:11]=[CH:10][C:9]([C:15]3[CH:20]=[CH:19][C:18]([N:21]4[CH2:25][C@H:24]([CH2:26][C:27](=[O:31])[C:28]([NH2:30])=[O:29])[O:23][CH2:22]4)=[CH:17][C:16]=3[F:32])=[CH:8][N:7]=2)[N:3]=[CH:4][CH:5]=1, predict the reactants needed to synthesize it. (3) Given the product [Cl:1][C:2]1[CH:7]=[CH:6][CH:5]=[CH:4][C:3]=1[NH:8][C:9]1[NH:10][C:11]2[C:17]3[CH:18]=[C:19]([CH3:21])[O:20][C:16]=3[C:15]([C:22]([NH:30][CH:34]3[CH2:35][CH2:36][CH2:37][CH2:38][CH2:33]3)=[O:23])=[CH:14][C:12]=2[N:13]=1, predict the reactants needed to synthesize it. The reactants are: [Cl:1][C:2]1[CH:7]=[CH:6][CH:5]=[CH:4][C:3]=1[NH:8][C:9]1[NH:10][C:11]2[C:17]3[CH:18]=[C:19]([CH3:21])[O:20][C:16]=3[C:15]([C:22](O)=[O:23])=[CH:14][C:12]=2[N:13]=1.F[B-](F)(F)F.[N:30]1(OC(N(C)C)=[N+](C)C)[C:34]2[CH:35]=[CH:36][CH:37]=[CH:38][C:33]=2N=N1.CN(C=O)C.C1(N)CCCCC1. (4) Given the product [C:1]([C@H:5]1[CH2:10][CH2:9][C@H:8]([O:11][C:12]2[CH:13]=[CH:14][CH:15]=[C:16]3[C:21]=2[CH:20]=[CH:19][C:18]([CH:31]=[O:32])=[CH:17]3)[CH2:7][CH2:6]1)([CH3:4])([CH3:3])[CH3:2], predict the reactants needed to synthesize it. The reactants are: [C:1]([C@H:5]1[CH2:10][CH2:9][C@H:8]([O:11][C:12]2[C:21]3[C:16](=[CH:17][C:18](I)=[CH:19][CH:20]=3)[CH:15]=[CH:14][CH:13]=2)[CH2:7][CH2:6]1)([CH3:4])([CH3:3])[CH3:2].[Li]CCCC.CN([CH:31]=[O:32])C. (5) Given the product [Br:13][C:8]1[CH:7]=[C:3]([CH:2]=[C:10]([O:11][CH3:12])[CH:9]=1)[C:4]([OH:6])=[O:5], predict the reactants needed to synthesize it. The reactants are: N[C:2]1[C:10]([O:11][CH3:12])=[CH:9][C:8]([Br:13])=[CH:7][C:3]=1[C:4]([OH:6])=[O:5].N([O-])=O.[Na+].O[PH2]=O. (6) Given the product [CH3:1][C:2]1[C:3]2[N:4]([C:18]([C:21]3[O:22][N:31]=[C:29]([C:28]4[CH:33]=[CH:34][C:25]([NH2:24])=[N:26][CH:27]=4)[N:30]=3)=[CH:19][N:20]=2)[CH:5]=[C:6]([C:8]2[CH:13]=[CH:12][C:11]([C:14]([F:15])([F:16])[F:17])=[CH:10][CH:9]=2)[CH:7]=1, predict the reactants needed to synthesize it. The reactants are: [CH3:1][C:2]1[C:3]2[N:4]([C:18]([C:21](O)=[O:22])=[CH:19][N:20]=2)[CH:5]=[C:6]([C:8]2[CH:13]=[CH:12][C:11]([C:14]([F:17])([F:16])[F:15])=[CH:10][CH:9]=2)[CH:7]=1.[NH2:24][C:25]1[CH:34]=[CH:33][C:28]([C:29]([NH:31]O)=[NH:30])=[CH:27][N:26]=1. (7) Given the product [Cl:59][C:52]1[C:53]([F:58])=[CH:54][CH:55]=[C:56]([Cl:57])[C:51]=1[CH:30]([C:29]1[C:23]2[C:24](=[N:25][CH:26]=[C:21]([C:18]3[CH:17]=[N:16][N:15]([C@H:12]4[CH2:13][CH2:14][C@H:9]([OH:8])[CH2:10][CH2:11]4)[C:19]=3[CH3:20])[CH:22]=2)[NH:27][CH:28]=1)[CH2:31][F:50], predict the reactants needed to synthesize it. The reactants are: [Si]([O:8][C@H:9]1[CH2:14][CH2:13][C@H:12]([N:15]2[C:19]([CH3:20])=[C:18]([C:21]3[CH:22]=[C:23]4[C:29]([CH:30]([C:51]5[C:56]([Cl:57])=[CH:55][CH:54]=[C:53]([F:58])[C:52]=5[Cl:59])[C:31]([F:50])(S(C5C=CC=CC=5)(=O)=O)S(C5C=CC=CC=5)(=O)=O)=[CH:28][NH:27][C:24]4=[N:25][CH:26]=3)[CH:17]=[N:16]2)[CH2:11][CH2:10]1)(C(C)(C)C)(C)C.P([O-])([O-])(O)=O.[Na+].[Na+].CO.Cl.C([O-])(O)=O.[Na+]. (8) Given the product [CH3:49][N:51]1[C:7](=[O:8])[C:22]2[C@@H:17]([C:14]3[CH:15]=[CH:16][C:11]([C:9]#[N:10])=[CH:12][C:13]=3[S:43]([CH3:46])(=[O:45])=[O:44])[NH:18][C:47](=[O:48])[N:20]([C:26]3[CH:31]=[CH:30][CH:29]=[C:28]([C:32]([F:35])([F:34])[F:33])[CH:27]=3)[C:21]=2[CH2:25]1, predict the reactants needed to synthesize it. The reactants are: CC(OC)(C)C.[CH3:7][OH:8].[C:9]([C:11]1[CH:16]=[CH:15][C:14]([C@@H:17]2[C:22](C#N)=[C:21]([CH3:25])[N:20]([C:26]3[CH:31]=[CH:30][CH:29]=[C:28]([C:32]([F:35])([F:34])[F:33])[CH:27]=3)C(=O)[N:18]2S(C2CC2)(=O)=O)=[C:13]([S:43]([CH3:46])(=[O:45])=[O:44])[CH:12]=1)#[N:10].[CH3:47][OH:48].[C:49](#[N:51])C.CC(OC)(C)C. (9) Given the product [NH2:13][C:4]1[C:5]([CH3:12])=[C:6]([CH:11]=[C:2]([Cl:1])[CH:3]=1)[C:7]([O:9][CH3:10])=[O:8], predict the reactants needed to synthesize it. The reactants are: [Cl:1][C:2]1[CH:3]=[C:4]([N+:13]([O-])=O)[C:5]([CH3:12])=[C:6]([CH:11]=1)[C:7]([O:9][CH3:10])=[O:8].C(O)C.[NH4+].[Cl-]. (10) Given the product [CH2:1]([C:4]1[N:5]([CH2:17][CH2:18][CH2:19][C:20](=[O:22])[CH3:25])[C:6]2[C:15]3[N:14]=[CH:13][CH:12]=[CH:11][C:10]=3[N:9]=[CH:8][C:7]=2[N:16]=1)[CH2:2][CH3:3], predict the reactants needed to synthesize it. The reactants are: [CH2:1]([C:4]1[N:5]([CH2:17][CH2:18][CH2:19][C:20]([O:22]CC)=O)[C:6]2[C:15]3[N:14]=[CH:13][CH:12]=[CH:11][C:10]=3[N:9]=[CH:8][C:7]=2[N:16]=1)[CH2:2][CH3:3].[CH2:25](C1N(CCCC(OCC)=O)C2C3N=CC=CC=3N=CC=2N=1)CCC.